Dataset: Forward reaction prediction with 1.9M reactions from USPTO patents (1976-2016). Task: Predict the product of the given reaction. Given the reactants C1(P([C:14]2[CH:19]=[CH:18]C=CC=2)C2C=CC=CC=2)C=CC=CC=1.N(C(OC(C)C)=O)=NC(OC(C)C)=O.[OH:34][C:35]1[CH:36]=[CH:37][C:38]2[O:42][C:41]([C:43]([O:45][CH2:46][CH3:47])=[O:44])=[CH:40][C:39]=2[CH:48]=1.[C:49]([N:56]1CC[O:59][CH2:58][CH:57]1C(O)=O)([O:51][C:52]([CH3:55])([CH3:54])[CH3:53])=[O:50], predict the reaction product. The product is: [C:49]([N:56]1[CH2:57][CH2:58][O:59][CH:19]([CH2:14][O:34][C:35]2[CH:36]=[CH:37][C:38]3[O:42][C:41]([C:43]([O:45][CH2:46][CH3:47])=[O:44])=[CH:40][C:39]=3[CH:48]=2)[CH2:18]1)([O:51][C:52]([CH3:53])([CH3:54])[CH3:55])=[O:50].